From a dataset of Full USPTO retrosynthesis dataset with 1.9M reactions from patents (1976-2016). Predict the reactants needed to synthesize the given product. (1) Given the product [F:24][C:10]([CH:9]1[CH2:13][CH2:14][CH2:15][N:8]1[C:1]([O:3][C:4]([CH3:7])([CH3:6])[CH3:5])=[O:2])=[O:11], predict the reactants needed to synthesize it. The reactants are: [C:1]([N:8]1[CH2:15][CH2:14][CH2:13][C@H:9]1[C:10](O)=[O:11])([O:3][C:4]([CH3:7])([CH3:6])[CH3:5])=[O:2].N1C=CC=CC=1.N1C(F)=NC(F)=NC=1[F:24]. (2) Given the product [CH3:38][N:33]1[CH:32]=[C:31]2[C:35]([CH:36]=[CH:37][C:29]([NH:28][C:27]([N:13]3[C@@H:14]4[CH2:18][N:17]([CH2:16][CH2:15]4)[C:11]4[CH:10]=[CH:9][C:8]([C:6]5[CH:5]=[CH:4][N:3]=[C:2]([CH3:1])[CH:7]=5)=[N:19][C:12]3=4)=[O:26])=[CH:30]2)=[N:34]1, predict the reactants needed to synthesize it. The reactants are: [CH3:1][C:2]1[CH:7]=[C:6]([C:8]2[CH:9]=[CH:10][C:11]3[N:17]4[CH2:18][C@H:14]([CH2:15][CH2:16]4)[NH:13][C:12]=3[N:19]=2)[CH:5]=[CH:4][N:3]=1.C1([O:26][C:27](=O)[NH:28][C:29]2[CH:37]=[CH:36][C:35]3[C:31](=[CH:32][N:33]([CH3:38])[N:34]=3)[CH:30]=2)C=CC=CC=1. (3) Given the product [CH:55]([N:52]1[CH2:53][CH2:54][N:49]([C:46]2[N:45]=[CH:44][C:43]([NH:42][C:36]3[C:37]4[N:38]([N:39]=[CH:40][N:41]=4)[C:33]([C:66]4[CH:67]=[C:68]5[C:72](=[CH:73][CH:74]=4)[C:71](=[O:75])[NH:70][CH2:69]5)=[CH:34][N:35]=3)=[CH:48][CH:47]=2)[CH2:50][CH2:51]1)([CH3:57])[CH3:56], predict the reactants needed to synthesize it. The reactants are: CN1CCN(C2C=CC(NC3C4N(N=CN=4)C(C4C=C(C(N)=O)SC=4)=CN=3)=CC=2)CC1.Br[C:33]1[N:38]2[N:39]=[CH:40][N:41]=[C:37]2[C:36]([NH:42][C:43]2[CH:44]=[N:45][C:46]([N:49]3[CH2:54][CH2:53][N:52]([CH:55]([CH3:57])[CH3:56])[CH2:51][CH2:50]3)=[CH:47][CH:48]=2)=[N:35][CH:34]=1.CC1(C)C(C)(C)OB([C:66]2[CH:67]=[C:68]3[C:72](=[CH:73][CH:74]=2)[C:71](=[O:75])[NH:70][CH2:69]3)O1. (4) The reactants are: [NH2:1][CH:2]([C:5]1[CH:10]=[CH:9][CH:8]=[C:7]([Br:11])[CH:6]=1)[C:3]#[N:4].F[B-](F)(F)F.[CH2:17]([O:19][C:20](=[O:25])[C:21](SC)=[NH2+:22])[CH3:18]. Given the product [NH2:4][C:3]1[NH:22][C:21]([C:20]([O:19][CH2:17][CH3:18])=[O:25])=[N:1][C:2]=1[C:5]1[CH:10]=[CH:9][CH:8]=[C:7]([Br:11])[CH:6]=1, predict the reactants needed to synthesize it. (5) Given the product [CH2:1]([O:5][CH2:6][CH2:7][O:8][C:9]1[CH:14]=[CH:13][C:12]([C:15]2[CH:16]=[CH:17][C:18]3[N:24]([CH2:25][CH:26]([CH3:27])[CH3:28])[CH2:23][CH2:22][C:21]([C:29]([NH:31][C:32]4[CH:33]=[CH:34][C:35]([S:38]([CH2:39][CH2:40][N:41]5[CH:42]=[N:43][N:44]=[CH:45]5)=[O:55])=[CH:36][CH:37]=4)=[O:30])=[CH:20][C:19]=3[CH:46]=2)=[CH:11][CH:10]=1)[CH2:2][CH2:3][CH3:4], predict the reactants needed to synthesize it. The reactants are: [CH2:1]([O:5][CH2:6][CH2:7][O:8][C:9]1[CH:14]=[CH:13][C:12]([C:15]2[CH:16]=[CH:17][C:18]3[N:24]([CH2:25][CH:26]([CH3:28])[CH3:27])[CH2:23][CH2:22][C:21]([C:29]([NH:31][C:32]4[CH:37]=[CH:36][C:35]([S:38][CH2:39][CH2:40][N:41]5[CH:45]=[N:44][N:43]=[CH:42]5)=[CH:34][CH:33]=4)=[O:30])=[CH:20][C:19]=3[CH:46]=2)=[CH:11][CH:10]=1)[CH2:2][CH2:3][CH3:4].ClC1C=CC=C(C(OO)=[O:55])C=1.S([O-])([O-])(=O)=S.[Na+].[Na+]. (6) Given the product [Br:11][C:8]1[CH2:9][C:10]2[C:6]([CH:7]=1)=[CH:5][CH:4]=[CH:3][C:2]=2[Br:1], predict the reactants needed to synthesize it. The reactants are: [Br:1][C:2]1[CH:3]=[CH:4][CH:5]=[C:6]2[C:10]=1[CH2:9][CH:8]=[CH:7]2.[Br:11]N1C(=O)CCC1=O.O.C1(C)C=CC(S(O)(=O)=O)=CC=1.